Dataset: Reaction yield outcomes from USPTO patents with 853,638 reactions. Task: Predict the reaction yield, written as a fraction of the theoretical maximum amount of product (1.0 means a 100% yield; for example, 0.34 means a 34% yield). (1) The reactants are [CH3:1][C:2]1[O:8][CH:7]=[C:6]([OH:9])[C:4](=[O:5])[CH:3]=1.CN(C)C.[C:14](O[C:14](=[O:17])[CH2:15][CH3:16])(=[O:17])[CH2:15][CH3:16]. The catalyst is C1COCC1. The product is [C:14]([O:9][C:6]1[C:4](=[O:5])[CH:3]=[C:2]([CH3:1])[O:8][CH:7]=1)(=[O:17])[CH2:15][CH3:16]. The yield is 0.780. (2) The reactants are C(N(CC)CC)C.[CH:8]([C:10]1[C:18]2[C:13](=[CH:14][CH:15]=[CH:16][CH:17]=2)[N:12](C(OC(C)(C)C)=O)[CH:11]=1)=[O:9].[CH3:26][O:27][C:28]1[CH:29]=[C:30]([CH:39]=[CH:40][CH:41]=1)[N:31]=[CH:32][C:33]1[N:34]=[CH:35][N:36]([CH3:38])[CH:37]=1. The catalyst is [Cl-].C([N+]1C(C)=C(CCO)SC=1)C1C=CC=CC=1.C(O)C. The product is [NH:12]1[C:13]2[C:18](=[CH:17][CH:16]=[CH:15][CH:14]=2)[C:10]([C:8](=[O:9])[CH:32]([NH:31][C:30]2[CH:39]=[CH:40][CH:41]=[C:28]([O:27][CH3:26])[CH:29]=2)[C:33]2[N:34]=[CH:35][N:36]([CH3:38])[CH:37]=2)=[CH:11]1. The yield is 0.120.